Dataset: Full USPTO retrosynthesis dataset with 1.9M reactions from patents (1976-2016). Task: Predict the reactants needed to synthesize the given product. (1) Given the product [Cl:1][C:2]1[CH:3]=[CH:4][C:5]([O:22][CH2:23][C:24]2[CH:29]=[CH:28][C:27]([Cl:30])=[CH:26][C:25]=2[F:31])=[C:6]([CH:21]=1)[CH2:7][N:8]1[C:17]2[CH:16]=[CH:15][CH:14]=[C:13]([C:18]([NH:48][S:45]([N:44]([CH3:49])[CH3:43])(=[O:47])=[O:46])=[O:19])[C:12]=2[CH2:11][CH2:10][CH2:9]1, predict the reactants needed to synthesize it. The reactants are: [Cl:1][C:2]1[CH:3]=[CH:4][C:5]([O:22][CH2:23][C:24]2[CH:29]=[CH:28][C:27]([Cl:30])=[CH:26][C:25]=2[F:31])=[C:6]([CH:21]=1)[CH2:7][N:8]1[C:17]2[CH:16]=[CH:15][CH:14]=[C:13]([C:18](O)=[O:19])[C:12]=2[CH2:11][CH2:10][CH2:9]1.C1CCN2C(=NCCC2)CC1.[CH3:43][N:44]([CH3:49])[S:45]([NH2:48])(=[O:47])=[O:46]. (2) Given the product [CH:35]1([O:34][C:28]2[CH:27]=[C:26]([CH:23]3[CH2:22][CH2:21][N:20]([C:18]([N:15]4[CH2:14][CH2:13][CH:12]([NH:11][C:10]5[CH:40]=[CH:41][C:7]([CH2:6][CH2:5][NH:4][CH2:70][C@H:68]([OH:69])[CH2:67][O:66][C:63]6[CH:64]=[CH:65][C:60]([OH:59])=[CH:61][CH:62]=6)=[CH:8][CH:9]=5)[CH2:17][CH2:16]4)=[O:19])[CH2:25][CH2:24]3)[CH:31]=[CH:30][C:29]=2[O:32][CH3:33])[CH2:36][CH2:37][CH2:38][CH2:39]1, predict the reactants needed to synthesize it. The reactants are: C(O)=O.[NH2:4][CH2:5][CH2:6][C:7]1[CH:41]=[CH:40][C:10]([NH:11][CH:12]2[CH2:17][CH2:16][N:15]([C:18]([N:20]3[CH2:25][CH2:24][CH:23]([C:26]4[CH:31]=[CH:30][C:29]([O:32][CH3:33])=[C:28]([O:34][CH:35]5[CH2:39][CH2:38][CH2:37][CH2:36]5)[CH:27]=4)[CH2:22][CH2:21]3)=[O:19])[CH2:14][CH2:13]2)=[CH:9][CH:8]=1.C([Si]([O:59][C:60]1[CH:65]=[CH:64][C:63]([O:66][CH2:67][CH:68]2[CH2:70][O:69]2)=[CH:62][CH:61]=1)(C1C=CC=CC=1)C1C=CC=CC=1)(C)(C)C. (3) Given the product [CH3:16][O:17][C:18]1[CH:19]=[C:20]([NH:24][N:10]=[C:11]2[C:12]([NH2:13])=[N:32][N:31]=[C:14]2[NH2:15])[CH:21]=[CH:22][CH:23]=1, predict the reactants needed to synthesize it. The reactants are: COC1C=C(N[N:10]=[C:11]([C:14]#[N:15])[C:12]#[N:13])C=CC=1.[CH3:16][O:17][C:18]1[CH:23]=[CH:22][CH:21]=[C:20]([NH2:24])[CH:19]=1.C(#N)CC#N.O.[NH2:31][NH2:32]. (4) Given the product [Br:1][C:2]1[C:3]([O:12][CH2:16][CH:13]2[CH2:15][CH2:14]2)=[C:4]2[C:8](=[CH:9][CH:10]=1)[N:7]([CH3:11])[N:6]=[CH:5]2, predict the reactants needed to synthesize it. The reactants are: [Br:1][C:2]1[CH:10]=[CH:9][C:8]2[N:7]([CH3:11])[N:6]=[CH:5][C:4]=2[C:3]=1[OH:12].[CH:13]1([CH2:16]O)[CH2:15][CH2:14]1.C1(P(C2C=CC=CC=2)C2C=CC=CC=2)C=CC=CC=1.N(C(OC(C)C)=O)=NC(OC(C)C)=O.C(=O)(O)[O-].[Na+]. (5) The reactants are: [O:1]1[C:5]2[CH:6]=[C:7]([C:10]3([C:13]([NH:15][C:16]4[N:21]=[C:20]([C:22]5[CH:23]=[N:24][C:25]([O:28]C)=[CH:26][CH:27]=5)[CH:19]=[C:18]([CH3:30])[CH:17]=4)=[O:14])[CH2:12][CH2:11]3)[CH:8]=[CH:9][C:4]=2[CH2:3][CH2:2]1.[Si](I)(C)(C)C. Given the product [O:1]1[C:5]2[CH:6]=[C:7]([C:10]3([C:13]([NH:15][C:16]4[CH:17]=[C:18]([CH3:30])[CH:19]=[C:20]([C:22]5[CH:27]=[CH:26][C:25](=[O:28])[NH:24][CH:23]=5)[N:21]=4)=[O:14])[CH2:12][CH2:11]3)[CH:8]=[CH:9][C:4]=2[CH2:3][CH2:2]1, predict the reactants needed to synthesize it. (6) Given the product [CH2:1]([O:3][C:4](=[O:14])[CH2:5][CH:6]([CH3:13])[CH2:7][N:8]1[CH2:12][CH2:11][CH2:10][CH2:9]1)[CH3:2], predict the reactants needed to synthesize it. The reactants are: [CH2:1]([O:3][C:4](=[O:14])/[CH:5]=[C:6](\[CH3:13])/[CH2:7][N:8]1[CH2:12][CH2:11][CH2:10][CH2:9]1)[CH3:2]. (7) Given the product [Cl:1][C:2]1[CH:7]=[CH:6][CH:5]=[CH:4][C:3]=1/[CH:8]=[CH:9]/[CH:10]1[CH2:11][CH2:12][N:13]([C:24](=[O:25])[CH2:23][N:17]2[CH2:22][CH2:21][O:20][CH2:19][CH2:18]2)[CH2:14][CH2:15]1, predict the reactants needed to synthesize it. The reactants are: [Cl:1][C:2]1[CH:7]=[CH:6][CH:5]=[CH:4][C:3]=1/[CH:8]=[CH:9]/[CH:10]1[CH2:15][CH2:14][NH:13][CH2:12][CH2:11]1.Cl.[N:17]1([CH2:23][C:24](O)=[O:25])[CH2:22][CH2:21][O:20][CH2:19][CH2:18]1.Cl.C(N=C=NCCCN(C)C)C.O.ON1C2C=CC=CC=2N=N1.C(=O)([O-])[O-].[K+].[K+]. (8) Given the product [ClH:34].[C:24]1([C:22]2[CH:23]=[C:19]([CH2:18][O:17][C:13]3[CH:12]=[C:11]4[C:16](=[CH:15][CH:14]=3)[NH:8][CH2:9][CH2:10]4)[S:20][C:21]=2[C:30]([F:33])([F:31])[F:32])[CH:25]=[CH:26][CH:27]=[CH:28][CH:29]=1, predict the reactants needed to synthesize it. The reactants are: C(OC([N:8]1[C:16]2[C:11](=[CH:12][C:13]([O:17][CH2:18][C:19]3[S:20][C:21]([C:30]([F:33])([F:32])[F:31])=[C:22]([C:24]4[CH:29]=[CH:28][CH:27]=[CH:26][CH:25]=4)[CH:23]=3)=[CH:14][CH:15]=2)[CH2:10][CH2:9]1)=O)(C)(C)C.[ClH:34].O1CCOCC1. (9) Given the product [CH2:22]([O:34][C:9]([C:8]1[CH:7]=[C:3]2[C:4](=[O:16])[O:5][C:1](=[O:14])[C:2]2=[CH:13][CH:12]=1)=[O:10])[CH2:23][CH2:24][CH2:25][CH2:26][CH2:27][CH2:28][CH2:29][CH2:30][CH2:31][CH2:32][CH3:33], predict the reactants needed to synthesize it. The reactants are: [C:1](Cl)(=[O:14])[C:2]1[C:3](=[CH:7][C:8](=[CH:12][CH:13]=1)[C:9](Cl)=[O:10])[C:4](Cl)=[O:5].[O:16]1CCOCC1.[CH2:22]([OH:34])[CH2:23][CH2:24][CH2:25][CH2:26][CH2:27][CH2:28][CH2:29][CH2:30][CH2:31][CH2:32][CH3:33].N1C=CC=CC=1. (10) Given the product [CH3:27][C:25]1[CH:24]=[C:23]([CH:28]([CH3:45])[C:29]([NH:31][C:32]2[CH:37]=[CH:36][C:35]([C:38]3[CH:43]=[CH:42][N:41]=[C:40]([CH3:44])[CH:39]=3)=[CH:34][CH:33]=2)=[O:30])[CH:22]=[C:21]([C:15]2[CH:14]=[CH:13][N:12]=[C:11]([CH3:10])[CH:16]=2)[CH:26]=1, predict the reactants needed to synthesize it. The reactants are: O.P([O-])([O-])([O-])=O.[K+].[K+].[K+].[CH3:10][C:11]1[CH:16]=[C:15](B(O)O)[CH:14]=[CH:13][N:12]=1.Br[C:21]1[CH:22]=[C:23]([CH:28]([CH3:45])[C:29]([NH:31][C:32]2[CH:37]=[CH:36][C:35]([C:38]3[CH:43]=[CH:42][N:41]=[C:40]([CH3:44])[CH:39]=3)=[CH:34][CH:33]=2)=[O:30])[CH:24]=[C:25]([CH3:27])[CH:26]=1.